This data is from Full USPTO retrosynthesis dataset with 1.9M reactions from patents (1976-2016). The task is: Predict the reactants needed to synthesize the given product. (1) Given the product [Cl:8][C:7]1[C:2]([S:31][CH2:32][C@H:33]([NH:38][C:39](=[O:45])[O:40][C:41]([CH3:43])([CH3:42])[CH3:44])[C:34]([NH:36][CH3:37])=[O:35])=[N:3][C:4]([O:29][CH3:30])=[C:5]([N:9]([S:10]([C:13]2[CH:18]=[CH:17][CH:16]=[C:15]([Cl:19])[C:14]=2[Cl:20])(=[O:12])=[O:11])[CH2:21][O:22][CH2:23][CH2:24][Si:25]([CH3:28])([CH3:27])[CH3:26])[N:6]=1, predict the reactants needed to synthesize it. The reactants are: Br[C:2]1[N:3]=[C:4]([O:29][CH3:30])[C:5]([N:9]([CH2:21][O:22][CH2:23][CH2:24][Si:25]([CH3:28])([CH3:27])[CH3:26])[S:10]([C:13]2[CH:18]=[CH:17][CH:16]=[C:15]([Cl:19])[C:14]=2[Cl:20])(=[O:12])=[O:11])=[N:6][C:7]=1[Cl:8].[SH:31][CH2:32][C@H:33]([NH:38][C:39](=[O:45])[O:40][C:41]([CH3:44])([CH3:43])[CH3:42])[C:34]([NH:36][CH3:37])=[O:35]. (2) Given the product [CH3:12][N:11]([CH3:13])[C:4]1[C:5]2[C:6](=[CH:8][S:9][CH:10]=2)[N:7]=[C:2]([NH:14][C@H:15]2[C@H:19]([OH:20])[CH2:18][N:17]([C:21](=[O:34])[CH2:22][C:23]3[CH:24]=[CH:25][C:26]([O:29][C:30]([F:31])([F:32])[F:33])=[CH:27][CH:28]=3)[CH2:16]2)[N:3]=1, predict the reactants needed to synthesize it. The reactants are: Cl[C:2]1[N:3]=[C:4]([N:11]([CH3:13])[CH3:12])[C:5]2[C:6](=[CH:8][S:9][CH:10]=2)[N:7]=1.[NH2:14][C@H:15]1[C@H:19]([OH:20])[CH2:18][N:17]([C:21](=[O:34])[CH2:22][C:23]2[CH:28]=[CH:27][C:26]([O:29][C:30]([F:33])([F:32])[F:31])=[CH:25][CH:24]=2)[CH2:16]1.O1CCOCC1.CC(C)([O-])C.[Na+]. (3) Given the product [Br:17][C:9]1[CH:10]=[C:11]([CH:14]([OH:15])[CH3:16])[CH:12]=[CH:13][C:8]=1[CH3:7], predict the reactants needed to synthesize it. The reactants are: [H-].[Al+3].[Li+].[H-].[H-].[H-].[CH3:7][C:8]1[CH:13]=[CH:12][C:11]([C:14]([CH3:16])=[O:15])=[CH:10][C:9]=1[Br:17].Cl. (4) Given the product [CH3:28][O:29][C:2]1[C:3]2[CH:26]=[C:12]([C:13]([O:15][CH3:16])=[O:14])[CH2:11][CH2:10][CH2:9][N:8]([CH2:17][C:18]3[CH:19]=[CH:20][C:21]([O:24][CH3:25])=[CH:22][CH:23]=3)[C:4]=2[N:5]=[CH:6][N:7]=1, predict the reactants needed to synthesize it. The reactants are: Cl[C:2]1[N:7]=[CH:6][N:5]=[C:4]([N:8]([CH2:17][C:18]2[CH:23]=[CH:22][C:21]([O:24][CH3:25])=[CH:20][CH:19]=2)[CH2:9][CH2:10][CH2:11][CH2:12][C:13]([O:15][CH3:16])=[O:14])[C:3]=1[CH:26]=O.[CH3:28][O-:29].[Na+].Cl. (5) Given the product [CH3:20][C:17]1[CH:18]=[CH:19][C:12]([OH:11])=[C:13]([C:14]2[NH:1][N:2]=[C:3]([C:5]3[N:10]=[CH:9][CH:8]=[CH:7][N:6]=3)[N:4]=2)[CH:16]=1, predict the reactants needed to synthesize it. The reactants are: [NH2:1][NH:2][C:3]([C:5]1[N:10]=[CH:9][CH:8]=[CH:7][N:6]=1)=[NH:4].[OH:11][C:12]1[CH:19]=[CH:18][C:17]([CH3:20])=[CH:16][C:13]=1[CH:14]=O. (6) Given the product [F:38][CH:2]([F:1])[C:3]1[N:7]([C:8]2[N:13]=[C:12]([N:14]3[CH2:19][CH2:18][O:17][CH2:16][CH2:15]3)[N:11]=[C:10]([N:20]3[CH2:21][CH:22]([N:24]([CH3:41])[C:25](=[O:31])[O:26][C:27]([CH3:30])([CH3:29])[CH3:28])[CH2:23]3)[N:9]=2)[C:6]2[CH:32]=[CH:33][CH:34]=[C:35]([O:36][CH3:37])[C:5]=2[N:4]=1, predict the reactants needed to synthesize it. The reactants are: [F:1][CH:2]([F:38])[C:3]1[N:7]([C:8]2[N:13]=[C:12]([N:14]3[CH2:19][CH2:18][O:17][CH2:16][CH2:15]3)[N:11]=[C:10]([N:20]3[CH2:23][CH:22]([NH:24][C:25](=[O:31])[O:26][C:27]([CH3:30])([CH3:29])[CH3:28])[CH2:21]3)[N:9]=2)[C:6]2[CH:32]=[CH:33][CH:34]=[C:35]([O:36][CH3:37])[C:5]=2[N:4]=1.[H-].[Na+].[CH3:41]I. (7) Given the product [Br:1][C:2]1[CH:3]=[C:4]([CH2:9][OH:10])[CH:5]=[C:6]([S:13]([CH3:12])(=[O:15])=[O:14])[CH:7]=1, predict the reactants needed to synthesize it. The reactants are: [Br:1][C:2]1[CH:3]=[C:4]([CH2:9][OH:10])[CH:5]=[C:6](I)[CH:7]=1.[Na+].[CH3:12][S:13]([O-:15])=[O:14].N#N.CN(C)CCN. (8) Given the product [ClH:48].[F:1][C:2]1[CH:7]=[C:6]([C:8]2[NH:12][C:11](=[O:13])[O:10][N:9]=2)[CH:5]=[C:4]([F:14])[C:3]=1[N:15]1[CH2:20][CH2:19][CH:18]([CH2:21][NH:22][C@@H:30]([C:32]2[C:41]3[C:36](=[CH:37][CH:38]=[CH:39][CH:40]=3)[CH:35]=[CH:34][CH:33]=2)[CH3:31])[CH:17]([C:42]2[CH:43]=[CH:44][CH:45]=[CH:46][CH:47]=2)[CH2:16]1, predict the reactants needed to synthesize it. The reactants are: [F:1][C:2]1[CH:7]=[C:6]([C:8]2[NH:12][C:11](=[O:13])[O:10][N:9]=2)[CH:5]=[C:4]([F:14])[C:3]=1[N:15]1[CH2:20][CH2:19][CH:18]([CH2:21][N:22]([C@@H:30]([C:32]2[C:41]3[C:36](=[CH:37][CH:38]=[CH:39][CH:40]=3)[CH:35]=[CH:34][CH:33]=2)[CH3:31])C(=O)OC(C)(C)C)[CH:17]([C:42]2[CH:47]=[CH:46][CH:45]=[CH:44][CH:43]=2)[CH2:16]1.[ClH:48].O1CCOCC1. (9) The reactants are: [CH3:1][O:2][CH2:3][CH2:4][NH:5][C:6]1[N:11]=[CH:10][C:9]([CH:12]([CH3:17])[C:13]([O:15]C)=[O:14])=[CH:8][CH:7]=1.[Li+].[OH-].O.Cl. Given the product [CH3:1][O:2][CH2:3][CH2:4][NH:5][C:6]1[N:11]=[CH:10][C:9]([CH:12]([CH3:17])[C:13]([OH:15])=[O:14])=[CH:8][CH:7]=1, predict the reactants needed to synthesize it. (10) Given the product [Br:10][C:8]1[CH:9]=[C:4]([C:1]([OH:3])([CH3:11])[CH3:2])[CH:5]=[N:6][CH:7]=1, predict the reactants needed to synthesize it. The reactants are: [C:1]([C:4]1[CH:5]=[N:6][CH:7]=[C:8]([Br:10])[CH:9]=1)(=[O:3])[CH3:2].[CH3:11][Mg]Br.C(OCC)C.